Dataset: Reaction yield outcomes from USPTO patents with 853,638 reactions. Task: Predict the reaction yield, written as a fraction of the theoretical maximum amount of product (1.0 means a 100% yield; for example, 0.34 means a 34% yield). The reactants are [C:1]([C:3]1[CH:4]=[CH:5][C:6]([N:9]2[CH2:14][CH2:13][N:12]([C:15]([O:17][C:18]([CH3:21])([CH3:20])[CH3:19])=[O:16])[CH2:11][CH2:10]2)=[N:7][CH:8]=1)#[CH:2].Br[C:23]1[CH:28]=[CH:27][C:26]([C:29]([F:32])([F:31])[F:30])=[CH:25][N:24]=1.C(N(CC)CC)C. The catalyst is CC(N(C)C)=O. The product is [F:30][C:29]([F:32])([F:31])[C:26]1[CH:27]=[CH:28][C:23]([C:2]#[C:1][C:3]2[CH:4]=[CH:5][C:6]([N:9]3[CH2:10][CH2:11][N:12]([C:15]([O:17][C:18]([CH3:21])([CH3:20])[CH3:19])=[O:16])[CH2:13][CH2:14]3)=[N:7][CH:8]=2)=[N:24][CH:25]=1. The yield is 0.950.